This data is from Reaction yield outcomes from USPTO patents with 853,638 reactions. The task is: Predict the reaction yield, written as a fraction of the theoretical maximum amount of product (1.0 means a 100% yield; for example, 0.34 means a 34% yield). (1) The reactants are [Cl:1][C:2]1[CH:7]=[CH:6][C:5]([CH2:8][C:9]([O:11][CH3:12])=[O:10])=[CH:4][CH:3]=1.[CH2:13]=[O:14].Cl. The catalyst is CS(C)=O.C[O-].[Na+]. The product is [Cl:1][C:2]1[CH:3]=[CH:4][C:5]([CH:8]([CH2:13][OH:14])[C:9]([O:11][CH3:12])=[O:10])=[CH:6][CH:7]=1. The yield is 0.920. (2) The reactants are [F:1][C:2]1[CH:7]=[CH:6][C:5]([C:8]2[C:16]3[C:11](=[CH:12][CH:13]=[C:14]([C:17]([OH:19])=O)[CH:15]=3)[NH:10][N:9]=2)=[CH:4][CH:3]=1.O.ON1C2C=CC=CC=2N=N1.Cl.CN(C)CCCN=C=NCC.[CH2:43]([NH2:49])[CH:44]1[O:48][CH2:47][CH2:46][CH2:45]1. The catalyst is O1CCCC1.O.CN(C)C=O. The product is [F:1][C:2]1[CH:3]=[CH:4][C:5]([C:8]2[C:16]3[C:11](=[CH:12][CH:13]=[C:14]([C:17]([NH:49][CH2:43][CH:44]4[CH2:45][CH2:46][CH2:47][O:48]4)=[O:19])[CH:15]=3)[NH:10][N:9]=2)=[CH:6][CH:7]=1. The yield is 0.740. (3) The reactants are [CH2:1]([O:3][C:4]([C:6]1[CH:11]=[CH:10][C:9]([C:12]2[CH:17]=[CH:16][CH:15]=[C:14]([CH:18]=[O:19])[CH:13]=2)=[CH:8][CH:7]=1)=[O:5])[CH3:2].[BH4-].[Na+]. The catalyst is CO.C(OCC)(=O)C. The product is [CH2:1]([O:3][C:4]([C:6]1[CH:7]=[CH:8][C:9]([C:12]2[CH:17]=[CH:16][CH:15]=[C:14]([CH2:18][OH:19])[CH:13]=2)=[CH:10][CH:11]=1)=[O:5])[CH3:2]. The yield is 0.780.